This data is from Experimentally validated miRNA-target interactions with 360,000+ pairs, plus equal number of negative samples. The task is: Binary Classification. Given a miRNA mature sequence and a target amino acid sequence, predict their likelihood of interaction. (1) The miRNA is hsa-miR-3713 with sequence GGUAUCCGUUUGGGGAUGGU. The protein sequence of the target gene is MELSAIGEQVFAVESIRKKRVRKGKVEYLVKWKGWPPKYSTWEPEEHILDPRLVMAYEEKEERDRASGYRKRGPKPRRLLLQESAAPDVVQTPGDWEPMEQAPEEEAEADLTNGPPPWTPTLPSSEVTVTDITANSVTVTFREAQAAEGFFRDRNEKL. Result: 0 (no interaction). (2) The miRNA is hsa-miR-2467-3p with sequence AGCAGAGGCAGAGAGGCUCAGG. The protein sequence of the target gene is MLGTVKMEGHESNDWNSYYADTQEAYSSVPVSNMNSGLGSMNSMNTYMTMNTMTTSGNMTPASFNMSYANTGLGAGLSPGAVAGMPGASAGAMNSMTAAGVTAMGTALSPGGMGSMGAQPATSMNGLGPYAAAMNPCMSPMAYAPSNLGRSRAGGGGDAKTFKRSYPHAKPPYSYISLITMAIQQAPSKMLTLSEIYQWIMDLFPYYRQNQQRWQNSIRHSLSFNDCFVKVARSPDKPGKGSYWTLHPDSGNMFENGCYLRRQKRFKCEKQPGAGGGSGGGGSKGGPESRKDPSGPGNPS.... Result: 0 (no interaction). (3) The miRNA is hsa-miR-3909 with sequence UGUCCUCUAGGGCCUGCAGUCU. The protein sequence of the target gene is MEEGGNLGGLIKMVHLLVLSGAWGMQMWVTFVSGFLLFRSLPRHTFGLVQSKLFPFYFHISMGCAFINLCILASQHAWAQLTFWEASQLYLLFLSLTLATVNARWLEPRTTAAMWALQTVEKERGLGGEVPGSHQGPDPYRQLREKDPKYSALRQNFFRYHGLSSLCNLGCVLSNGLCLAGLALEIRSL. Result: 0 (no interaction). (4) The miRNA is hsa-miR-588 with sequence UUGGCCACAAUGGGUUAGAAC. The protein sequence of the target gene is MKSDSSTSAAPLRGLGGPLRSSEPVRAVPARAPAVDLLEEAADLLVVHLDFRAALETCERAWQSLANHAVAEEPAGTSLEVKCSLCVVGIQALAEMDRWQEVLSWVLQYYQVPEKLPPKVLELCILLYSKMQEPGAVLDVVGAWLQDPANQNLPEYGALAEFHVQRVLLPLGCLSEAEELVVGSAAFGEERRLDVLQAIHTARQQQKQEHSGSEEAQKPNLEGSVSHKFLSLPMLVRQLWDSAVSHFFSLPFKKSLLAALILCLLVVRFDPASPSSLHFLYKLAQLFRWIRKAAFSRLYQ.... Result: 1 (interaction). (5) The protein sequence of the target gene is MAFLKLRDQPSLVQAIFNGDPDEVRALIFKKEDVNFQDNEKRTPLHAAAYLGDAEIIELLILSGARVNAKDSKWLTPLHRAVASCSEEAVQVLLKHSADVNARDKNWQTPLHIAAANKAVKCAEALVPLLSNVNVSDRAGRTALHHAAFSGHGEMVKLLLSRGANINAFDKKDRRAIHWAAYMGHIEVVKLLVSHGAEVTCKDKKSYTPLHAAASSGMISVVKYLLDLGVDMNEPNAYGNTPLHVACYNGQDVVVNELIDCGAIVNQKNEKGFTPLHFAAASTHGALCLELLVGNGADVN.... Result: 0 (no interaction). The miRNA is hsa-miR-20b-5p with sequence CAAAGUGCUCAUAGUGCAGGUAG. (6) The miRNA is hsa-miR-1250-3p with sequence ACAUUUUCCAGCCCAUUCA. The protein sequence of the target gene is MAGASELGTGPGAAGGDGDDSLYPIAVLIDELRNEDVQLRLNSIKKLSTIALALGVERTRSELLPFLTDTIYDEDEVLLALAEQLGNFTGLVGGPDFAHCLLPPLENLATVEETVVRDKAVESLRQISQEHTPVALEAYFVPLVKRLASGDWFTSRTSACGLFSVCYPRASNAVKAEIRQQFRSLCSDDTPMVRRAAASKLGEFAKVLELDSVKSEIVPLFTSLASDEQDSVRLLAVEACVSIAQLLSQDDLETLVMPTLRQAAEDKSWRVRYMVADRFSELQKAMGPKITLNDLIPAFQ.... Result: 1 (interaction). (7) The miRNA is hsa-miR-4431 with sequence GCGACUCUGAAAACUAGAAGGU. The protein sequence of the target gene is MNYPLTLEMDLENLEDLFWELDRLDNYNDTSLVENHLCPATEGPLMASFKAVFVPVAYSLIFLLGVIGNVLVLVILERHRQTRSSTETFLFHLAVADLLLVFILPFAVAEGSVGWVLGTFLCKTVIALHKVNFYCSSLLLACIAVDRYLAIVHAVHAYRHRRLLSIHITCGTIWLVGFLLALPEILFAKVSQGHHNNSLPRCTFSQENQAETHAWFTSRFLYHVAGFLLPMLVMGWCYVGVVHRLRQAQRRPQRQKAVRVAILVTSIFFLCWSPYHIVIFLDTLARLKAVDNTCKLNGSL.... Result: 0 (no interaction).